Dataset: Catalyst prediction with 721,799 reactions and 888 catalyst types from USPTO. Task: Predict which catalyst facilitates the given reaction. The catalyst class is: 310. Product: [C:7]([O:1][CH2:2][CH:3]([CH2:5][OH:6])[OH:4])(=[O:17])[CH2:8][CH2:9][CH2:10][CH2:11][CH2:12][CH2:13][CH2:14][CH2:15][CH2:16][CH2:20][CH2:21][CH3:22]. Reactant: [OH:1][CH2:2][CH:3]([CH2:5][OH:6])[OH:4].[C:7](Cl)(=[O:17])[CH2:8][CH2:9][CH2:10][CH2:11][CH2:12][CH2:13][CH2:14][CH2:15][CH3:16].N1C=C[CH:22]=[CH:21][CH:20]=1.